Dataset: CYP2D6 inhibition data for predicting drug metabolism from PubChem BioAssay. Task: Regression/Classification. Given a drug SMILES string, predict its absorption, distribution, metabolism, or excretion properties. Task type varies by dataset: regression for continuous measurements (e.g., permeability, clearance, half-life) or binary classification for categorical outcomes (e.g., BBB penetration, CYP inhibition). Dataset: cyp2d6_veith. The molecule is Cc1cc(S(=O)(=O)NCCN(C)C)c(C)s1.Cl. The result is 0 (non-inhibitor).